Dataset: Peptide-MHC class I binding affinity with 185,985 pairs from IEDB/IMGT. Task: Regression. Given a peptide amino acid sequence and an MHC pseudo amino acid sequence, predict their binding affinity value. This is MHC class I binding data. (1) The peptide sequence is RWFFRPLRK. The MHC is HLA-A03:01 with pseudo-sequence HLA-A03:01. The binding affinity (normalized) is 0.554. (2) The peptide sequence is FRCEEKNGNT. The MHC is Mamu-B17 with pseudo-sequence Mamu-B17. The binding affinity (normalized) is 0. (3) The peptide sequence is KYIHSANV. The MHC is H-2-Kd with pseudo-sequence H-2-Kd. The binding affinity (normalized) is 0.529. (4) The peptide sequence is AGQLYSTL. The MHC is H-2-Kb with pseudo-sequence H-2-Kb. The binding affinity (normalized) is 0.764. (5) The peptide sequence is LTALGNHIYNR. The MHC is Mamu-A01 with pseudo-sequence Mamu-A01. The binding affinity (normalized) is 0.00211.